This data is from Full USPTO retrosynthesis dataset with 1.9M reactions from patents (1976-2016). The task is: Predict the reactants needed to synthesize the given product. (1) Given the product [C:40]([O:44][C:45]([N:47]1[C:51]2=[N:52][CH:53]=[CH:54][CH:55]=[C:50]2[C:49]([CH2:56][C:2]2[N:7]=[N:6][C:5]([NH:8][CH2:9][C:10]3[CH:15]=[CH:14][C:13]([Cl:16])=[CH:12][CH:11]=3)=[CH:4][CH:3]=2)=[CH:48]1)=[O:46])([CH3:43])([CH3:42])[CH3:41], predict the reactants needed to synthesize it. The reactants are: Br[C:2]1[N:7]=[N:6][C:5]([NH:8][CH2:9][C:10]2[CH:15]=[CH:14][C:13]([Cl:16])=[CH:12][CH:11]=2)=[CH:4][CH:3]=1.C([Li])CCC.Cl[Si](C)(C)CC[Si](Cl)(C)C.C([Li])(C)(C)C.C([Cu])#N.[C:40]([O:44][C:45]([N:47]1[C:51]2=[N:52][CH:53]=[CH:54][CH:55]=[C:50]2[C:49]([CH2:56]Cl)=[CH:48]1)=[O:46])([CH3:43])([CH3:42])[CH3:41]. (2) The reactants are: [H-].[Na+].[CH3:3][C:4]1[NH:5][C:6]2[CH:12]=[CH:11][CH:10]=[CH:9][C:7]=2[N:8]=1.[Br:13][C:14]1[CH:19]=[CH:18][CH:17]=[CH:16][C:15]=1[C:20]1[CH:25]=[CH:24][C:23]([CH2:26]OS(C)(=O)=O)=[CH:22][CH:21]=1. Given the product [Br:13][C:14]1[CH:19]=[CH:18][CH:17]=[CH:16][C:15]=1[C:20]1[CH:21]=[CH:22][C:23]([CH2:26][N:5]2[C:6]3[CH:12]=[CH:11][CH:10]=[CH:9][C:7]=3[N:8]=[C:4]2[CH3:3])=[CH:24][CH:25]=1, predict the reactants needed to synthesize it. (3) Given the product [OH:29][CH2:28][CH:27]([NH:26][C:21]([C:6]1[CH:7]=[C:8]([C:11]2[CH:16]=[CH:15][C:14]([O:17][CH3:18])=[C:13]([O:19][CH3:20])[CH:12]=2)[CH:9]=[CH:10][C:5]=1[O:4][CH:1]([CH3:3])[CH3:2])=[O:23])[CH2:30][C:31]1[C:39]2[C:34](=[CH:35][N:36]=[CH:37][CH:38]=2)[NH:33][CH:32]=1, predict the reactants needed to synthesize it. The reactants are: [CH:1]([O:4][C:5]1[CH:10]=[CH:9][C:8]([C:11]2[CH:16]=[CH:15][C:14]([O:17][CH3:18])=[C:13]([O:19][CH3:20])[CH:12]=2)=[CH:7][C:6]=1[C:21]([OH:23])=O)([CH3:3])[CH3:2].Cl.Cl.[NH2:26][CH:27]([CH2:30][C:31]1[C:39]2[C:34](=[CH:35][N:36]=[CH:37][CH:38]=2)[NH:33][CH:32]=1)[CH2:28][OH:29].C1C=CC2N(O)N=NC=2C=1.CCN=C=NCCCN(C)C. (4) Given the product [CH3:1][N:2]1[C:10]2[C:5](=[CH:6][CH:7]=[C:8]([NH2:11])[CH:9]=2)[C:4]([CH3:15])([CH3:14])[CH2:3]1, predict the reactants needed to synthesize it. The reactants are: [CH3:1][N:2]1[C:10]2[C:5](=[CH:6][CH:7]=[C:8]([N+:11]([O-])=O)[CH:9]=2)[C:4]([CH3:15])([CH3:14])[CH2:3]1. (5) Given the product [C:33]([NH:32][C@@H:28]1[CH2:29][CH2:30][CH2:31][N:26]([C:9]2[CH:8]=[CH:7][C:3]([C:4]([NH2:6])=[O:5])=[C:2]([O:25][C:22]3[CH:21]=[CH:20][C:19]([O:12][C:13]4[CH:18]=[CH:17][CH:16]=[CH:15][CH:14]=4)=[CH:24][CH:23]=3)[N:10]=2)[CH2:27]1)(=[O:39])[CH:40]=[CH2:41], predict the reactants needed to synthesize it. The reactants are: Cl[C:2]1[N:10]=[C:9](Cl)[CH:8]=[CH:7][C:3]=1[C:4]([NH2:6])=[O:5].[O:12]([C:19]1[CH:24]=[CH:23][C:22]([OH:25])=[CH:21][CH:20]=1)[C:13]1[CH:18]=[CH:17][CH:16]=[CH:15][CH:14]=1.[NH:26]1[CH2:31][CH2:30][CH2:29][C@@H:28]([NH:32][C:33](=[O:39])OC(C)(C)C)[CH2:27]1.[C:40](O)(=O)[CH:41]=C. (6) Given the product [Br:14][C:11]1[CH:12]=[C:13]2[C:8](=[CH:9][CH:10]=1)[N:7]([CH:15]1[CH2:20][CH2:19][CH2:18][CH2:17][O:16]1)[N:6]=[C:5]2[C:3]1[NH:24][C:22]([C:25]2[CH:30]=[CH:29][N:28]=[CH:27][CH:26]=2)=[N:23][CH:2]=1, predict the reactants needed to synthesize it. The reactants are: Br[CH2:2][C:3]([C:5]1[C:13]2[C:8](=[CH:9][CH:10]=[C:11]([Br:14])[CH:12]=2)[N:7]([CH:15]2[CH2:20][CH2:19][CH2:18][CH2:17][O:16]2)[N:6]=1)=O.Cl.[C:22]([C:25]1[CH:30]=[CH:29][N:28]=[CH:27][CH:26]=1)(=[NH:24])[NH2:23].C(=O)([O-])[O-].[Na+].[Na+]. (7) Given the product [F:1][C:2]1[CH:7]=[CH:6][C:5]([C@@H:8]([O:37][Si:38]([CH3:44])([CH3:43])[C:39]([CH3:42])([CH3:41])[CH3:40])[CH2:9][S:10][C@@H:11]2[C@@H:14]([C:15]3[CH:20]=[CH:19][C:18]([O:21][Si:22]([CH3:28])([CH3:27])[C:23]([CH3:26])([CH3:25])[CH3:24])=[CH:17][CH:16]=3)[N:13]([C:29]3[CH:34]=[CH:33][C:32]([B:45]4[O:49][C:48]([CH3:51])([CH3:50])[C:47]([CH3:53])([CH3:52])[O:46]4)=[CH:31][CH:30]=3)[C:12]2=[O:36])=[CH:4][CH:3]=1, predict the reactants needed to synthesize it. The reactants are: [F:1][C:2]1[CH:7]=[CH:6][C:5]([C@@H:8]([O:37][Si:38]([CH3:44])([CH3:43])[C:39]([CH3:42])([CH3:41])[CH3:40])[CH2:9][S:10][C@@H:11]2[C@@H:14]([C:15]3[CH:20]=[CH:19][C:18]([O:21][Si:22]([CH3:28])([CH3:27])[C:23]([CH3:26])([CH3:25])[CH3:24])=[CH:17][CH:16]=3)[N:13]([C:29]3[CH:34]=[CH:33][C:32](I)=[CH:31][CH:30]=3)[C:12]2=[O:36])=[CH:4][CH:3]=1.[B:45]1([B:45]2[O:49][C:48]([CH3:51])([CH3:50])[C:47]([CH3:53])([CH3:52])[O:46]2)[O:49][C:48]([CH3:51])([CH3:50])[C:47]([CH3:53])([CH3:52])[O:46]1.C([O-])(=O)C.[K+]. (8) Given the product [CH2:39]([N:41]1[C:49]2[C:44](=[C:45]([CH2:50][N:27]3[C:26](=[O:36])[C@@H:25]([NH:24][C:23](=[O:37])[C@@H:22]([N:14]([CH3:13])[C:15](=[O:21])[O:16][C:17]([CH3:20])([CH3:18])[CH3:19])[CH3:38])[CH2:31][O:30][C:29]4[CH:32]=[CH:33][CH:34]=[CH:35][C:28]3=4)[CH:46]=[CH:47][CH:48]=2)[CH:43]=[CH:42]1)[CH3:40], predict the reactants needed to synthesize it. The reactants are: CCOC(/N=N/C(OCC)=O)=O.[CH3:13][N:14]([C@@H:22]([CH3:38])[C:23](=[O:37])[NH:24][C@H:25]1[CH2:31][O:30][C:29]2[CH:32]=[CH:33][CH:34]=[CH:35][C:28]=2[NH:27][C:26]1=[O:36])[C:15](=[O:21])[O:16][C:17]([CH3:20])([CH3:19])[CH3:18].[CH2:39]([N:41]1[C:49]2[C:44](=[C:45]([CH2:50]O)[CH:46]=[CH:47][CH:48]=2)[CH:43]=[CH:42]1)[CH3:40].C1C=CC(P(C2C=CC=CC=2)C2C=CC=CC=2)=CC=1. (9) Given the product [CH:52]1([CH2:55][C:56]2[C:61]3[S:62][C:63]([CH2:66][C:67]4[CH:72]=[CH:71][CH:70]=[C:69]([C:73]([F:76])([F:75])[F:74])[CH:68]=4)=[C:64]([O:65][CH2:50][CH2:49][S:48][CH3:47])[C:60]=3[C:59](=[O:77])[N:58]([CH3:78])[N:57]=2)[CH2:53][CH2:54]1, predict the reactants needed to synthesize it. The reactants are: C1(P(C2C=CC=CC=2)C2C=CC=CC=2)C=CC=CC=1.[N+](C(OCC)=O)(C(OCC)=O)=[N-].C(C1C=CC=C(C(C)(C)C)C=1O)(C)(C)C.[CH3:47][S:48][CH2:49][CH2:50]O.[CH:52]1([CH2:55][C:56]2[C:61]3[S:62][C:63]([CH2:66][C:67]4[CH:72]=[CH:71][CH:70]=[C:69]([C:73]([F:76])([F:75])[F:74])[CH:68]=4)=[C:64]([OH:65])[C:60]=3[C:59](=[O:77])[N:58]([CH3:78])[N:57]=2)[CH2:54][CH2:53]1. (10) Given the product [CH:44]1([N:42]2[CH2:43][CH:40]([NH:1][C:2]3[CH:3]=[C:4]([N:13]4[C:17](=[O:18])[C:16]([CH3:20])([CH3:19])[N:15]([CH2:21][C:22]5[CH:27]=[CH:26][N:25]=[CH:24][CH:23]=5)[C:14]4=[O:28])[CH:5]=[CH:6][C:7]=3[O:8][C:9]([F:10])([F:11])[F:12])[CH2:41]2)[CH2:49][CH2:48][CH2:47][CH2:46][CH2:45]1, predict the reactants needed to synthesize it. The reactants are: [NH2:1][C:2]1[CH:3]=[C:4]([N:13]2[C:17](=[O:18])[C:16]([CH3:20])([CH3:19])[N:15]([CH2:21][C:22]3[CH:27]=[CH:26][N:25]=[CH:24][CH:23]=3)[C:14]2=[O:28])[CH:5]=[CH:6][C:7]=1[O:8][C:9]([F:12])([F:11])[F:10].C(O)(=O)C(O)=O.CS(O[CH:40]1[CH2:43][N:42]([CH:44]2[CH2:49][CH2:48][CH2:47][CH2:46][CH2:45]2)[CH2:41]1)(=O)=O.C([O-])([O-])=O.[K+].[K+].